This data is from Forward reaction prediction with 1.9M reactions from USPTO patents (1976-2016). The task is: Predict the product of the given reaction. (1) The product is: [C:29]([NH:28][C@H:17]1[CH2:18][CH2:19][C@@:20]2([CH3:21])[C@H:15]([CH2:14][C@@H:13]([OH:38])[C@@H:12]3[C@@H:22]2[CH2:23][C@H:24]([OH:27])[C@@:25]2([CH3:26])[C@H:11]3[CH2:10][CH2:9][C@@H:8]2[C@H:6]([CH3:7])[CH2:5][CH2:4][C:3]([OH:39])=[O:2])[CH2:16]1)(=[O:37])[CH2:30][CH2:31][CH2:32][CH2:33][CH2:34][CH2:35][CH3:36]. Given the reactants C[O:2][C:3](=[O:39])[CH2:4][CH2:5][C@H:6]([C@@H:8]1[C@:25]2([CH3:26])[C@H:11]([C@H:12]3[C@H:22]([CH2:23][C@@H:24]2[OH:27])[C@:20]2([CH3:21])[C@@H:15]([CH2:16][C@@H:17]([NH:28][C:29](=[O:37])[CH2:30][CH2:31][CH2:32][CH2:33][CH2:34][CH2:35][CH3:36])[CH2:18][CH2:19]2)[CH2:14][C@H:13]3[OH:38])[CH2:10][CH2:9]1)[CH3:7].[OH-].[Na+], predict the reaction product. (2) Given the reactants [Cl:1][C:2]1[CH:29]=[C:28]([Cl:30])[CH:27]=[CH:26][C:3]=1[C:4]([NH:6][CH2:7][C:8]1([CH2:22][CH:23]2[CH2:25][CH2:24]2)[CH2:13][CH2:12][N:11]([S:14]([C:17]2[N:18]=[N:19][NH:20][CH:21]=2)(=[O:16])=[O:15])[CH2:10][CH2:9]1)=[O:5].[C:31](=O)([O-])[O-].[K+].[K+].CI, predict the reaction product. The product is: [Cl:1][C:2]1[CH:29]=[C:28]([Cl:30])[CH:27]=[CH:26][C:3]=1[C:4]([NH:6][CH2:7][C:8]1([CH2:22][CH:23]2[CH2:24][CH2:25]2)[CH2:13][CH2:12][N:11]([S:14]([C:17]2[N:18]=[N:19][N:20]([CH3:31])[CH:21]=2)(=[O:15])=[O:16])[CH2:10][CH2:9]1)=[O:5]. (3) The product is: [CH3:4][N:5]1[CH2:10][CH2:9][N:8]([C:11]([O:13][C@@H:14]2[N:23]([C:24]3[CH:25]=[CH:26][C:27]([Cl:30])=[CH:28][N:29]=3)[C:21](=[O:22])[C:16]3[N:17]=[CH:18][CH:19]=[N:20][C:15]2=3)=[O:12])[CH2:7][CH2:6]1. Given the reactants ClCCl.[CH3:4][N:5]1[CH2:10][CH2:9][N:8]([C:11]([O:13][C@@H:14]2[N:23]([C:24]3[CH:25]=[CH:26][C:27]([Cl:30])=[CH:28][N:29]=3)[C:21](=[O:22])[C:16]3[N:17]=[CH:18][CH:19]=[N:20][C:15]2=3)=[O:12])[CH2:7][CH2:6]1.C(N[C@H](C([O-])=O)CC([O-])=O)(=O)C.C(=O)([O-])[O-].[K+].[K+], predict the reaction product. (4) Given the reactants [OH:1][C:2]1[CH:9]=[CH:8][C:5]([CH2:6][OH:7])=[CH:4][C:3]=1[O:10][CH3:11].C(N(CC)CC)C.[C:19](Cl)(=[O:21])[CH3:20], predict the reaction product. The product is: [C:19]([O:1][C:2]1[CH:9]=[CH:8][C:5]([CH2:6][OH:7])=[CH:4][C:3]=1[O:10][CH3:11])(=[O:21])[CH3:20]. (5) The product is: [CH3:13][O:12][C:9]1[N:10]=[C:11]2[C:6](=[CH:7][CH:8]=1)[N:5]=[CH:4][C:3]([NH2:14])=[CH:2]2. Given the reactants Br[C:2]1[C:11]2[C:6](=[CH:7][CH:8]=[C:9]([O:12][CH3:13])[N:10]=2)[N:5]=[CH:4][C:3]=1[NH2:14].C(=O)(O)[O-].[Na+], predict the reaction product. (6) Given the reactants C(OC(N([CH2:16][C:17]1[CH:22]=[C:21]([Cl:23])[CH:20]=[CH:19][C:18]=1[Br:24])C(OC(C)(C)C)=O)=O)(C)(C)C.[Br:25]C1C=CC(Cl)=CC=1C.C1C(=O)N(Br)C(=O)C1, predict the reaction product. The product is: [Br:24][C:18]1[CH:19]=[CH:20][C:21]([Cl:23])=[CH:22][C:17]=1[CH2:16][Br:25]. (7) Given the reactants [Mg].[CH3:2][O:3][C:4]1[CH:12]=[CH:11][CH:10]=[C:9]2[C:5]=1[CH:6]=[C:7]([C:13]([OH:15])=[O:14])[NH:8]2.Cl.N.[CH3:18]O, predict the reaction product. The product is: [CH3:18][O:14][C:13]([CH:7]1[CH2:6][C:5]2[C:9](=[CH:10][CH:11]=[CH:12][C:4]=2[O:3][CH3:2])[NH:8]1)=[O:15]. (8) Given the reactants [CH2:1]([O:3][C:4]([C:6]1[C:7](=[O:27])[C:8]2[CH:13]=[N:12][C:11](S(C)(=O)=O)=[N:10][C:9]=2[N:18]([CH:20]2[CH2:25][CH:24]3[CH2:26][CH:21]2[CH2:22][CH2:23]3)[CH:19]=1)=[O:5])[CH3:2].[CH3:28][N:29]1[CH2:34][CH2:33][N:32]([C:35]2[CH:40]=[CH:39][C:38]([NH2:41])=[CH:37][CH:36]=2)[CH2:31][CH2:30]1, predict the reaction product. The product is: [CH2:1]([O:3][C:4]([C:6]1[C:7](=[O:27])[C:8]2[CH:13]=[N:12][C:11]([NH:41][C:38]3[CH:37]=[CH:36][C:35]([N:32]4[CH2:31][CH2:30][N:29]([CH3:28])[CH2:34][CH2:33]4)=[CH:40][CH:39]=3)=[N:10][C:9]=2[N:18]([CH:20]2[CH2:25][CH:24]3[CH2:26][CH:21]2[CH2:22][CH2:23]3)[CH:19]=1)=[O:5])[CH3:2]. (9) Given the reactants [CH3:1][C:2]1[C:3]([C:21]#[N:22])=[C:4]2[N:8]([C:9](=O)[C:10]=1[C:11]1[S:12][CH:13]=[CH:14][CH:15]=1)[C:7]1[CH:17]=[CH:18][CH:19]=[CH:20][C:6]=1[NH:5]2.P(Cl)(Cl)([Cl:25])=O, predict the reaction product. The product is: [Cl:25][C:9]1[N:8]2[C:4](=[N:5][C:6]3[CH:20]=[CH:19][CH:18]=[CH:17][C:7]=32)[C:3]([C:21]#[N:22])=[C:2]([CH3:1])[C:10]=1[C:11]1[S:12][CH:13]=[CH:14][CH:15]=1.